Task: Predict the reactants needed to synthesize the given product.. Dataset: Full USPTO retrosynthesis dataset with 1.9M reactions from patents (1976-2016) (1) Given the product [NH2:14][C@H:15]([CH2:33][C:34]1[CH:35]=[CH:36][C:37]([O:40][CH3:41])=[CH:38][CH:39]=1)[C:16]([N:18]1[CH2:21][C:20]([CH:27]2[CH2:32][CH2:31][CH2:30][CH2:29][CH2:28]2)([CH2:22][CH2:23][CH2:24][CH2:25][CH3:26])[CH2:19]1)=[O:17], predict the reactants needed to synthesize it. The reactants are: FC(F)(F)C(O)=O.C(OC(=O)[NH:14][C@H:15]([CH2:33][C:34]1[CH:39]=[CH:38][C:37]([O:40][CH3:41])=[CH:36][CH:35]=1)[C:16]([N:18]1[CH2:21][C:20]([CH:27]2[CH2:32][CH2:31][CH2:30][CH2:29][CH2:28]2)([CH2:22][CH2:23][CH2:24][CH2:25][CH3:26])[CH2:19]1)=[O:17])(C)(C)C. (2) Given the product [Cl:14][C:15]1[CH:22]=[C:21]([S:23]([CH3:26])(=[O:24])=[O:25])[CH:20]=[CH:19][C:11]=1[CH2:12][NH:8][C:1]([N:3]1[CH2:4][CH2:40][CH:41]([O:44][C:45]2[N:50]=[CH:49][CH:48]=[CH:47][N:46]=2)[CH2:6][CH2:7]1)=[O:2], predict the reactants needed to synthesize it. The reactants are: [C:1]([N:8]1[CH:12]=[CH:11]N=C1)([N:3]1[CH:7]=[CH:6]N=[CH:4]1)=[O:2].Cl.[Cl:14][C:15]1[CH:22]=[C:21]([S:23]([CH3:26])(=[O:25])=[O:24])[CH:20]=[CH:19]C=1CN.C(N(C(C)C)CC)(C)C.Cl.Cl.N1CC[CH:41]([O:44][C:45]2[N:50]=[CH:49][CH:48]=[CH:47][N:46]=2)[CH2:40]C1. (3) The reactants are: CO[C:3]([C:5]1[N:6]=[CH:7][NH:8][CH:9]=1)=[O:4].C(N(CC)CC)C.Cl[C:18]([C:31]1[CH:36]=[CH:35][CH:34]=[CH:33][CH:32]=1)([C:25]1[CH:30]=[CH:29][CH:28]=[CH:27][CH:26]=1)[C:19]1[CH:24]=[CH:23][CH:22]=[CH:21][CH:20]=1.[OH-].[Li+].[Cl:39]CCl. Given the product [C:18]([N:8]1[CH:9]=[C:5]([C:3]([Cl:39])=[O:4])[N:6]=[CH:7]1)([C:25]1[CH:26]=[CH:27][CH:28]=[CH:29][CH:30]=1)([C:31]1[CH:36]=[CH:35][CH:34]=[CH:33][CH:32]=1)[C:19]1[CH:20]=[CH:21][CH:22]=[CH:23][CH:24]=1, predict the reactants needed to synthesize it.